From a dataset of Reaction yield outcomes from USPTO patents with 853,638 reactions. Predict the reaction yield, written as a fraction of the theoretical maximum amount of product (1.0 means a 100% yield; for example, 0.34 means a 34% yield). (1) The reactants are [Br:1][C:2]1[CH:3]=[CH:4][C:5]([F:11])=[C:6]([CH:10]=1)[C:7](O)=[O:8].C(Cl)(=O)C(Cl)=O.[CH3:18][NH2:19]. The catalyst is ClCCl.CN(C)C=O. The product is [Br:1][C:2]1[CH:3]=[CH:4][C:5]([F:11])=[C:6]([CH:10]=1)[C:7]([NH:19][CH3:18])=[O:8]. The yield is 0.930. (2) The reactants are [CH:1]12[N:8]([C:9]3[N:14]=[C:13](Cl)[N:12]=[C:11]([CH2:16][N:17]([CH3:19])[CH3:18])[CH:10]=3)[CH:5]([CH2:6][CH2:7]1)[CH2:4][O:3][CH2:2]2.C(=O)([O-])[O-].[Na+].[Na+].[N:26]1[CH:31]=[CH:30][CH:29]=[C:28]([NH:32][C:33]([NH:35][C:36]2[CH:41]=[CH:40][C:39](B3OC(C)(C)C(C)(C)O3)=[CH:38][CH:37]=2)=[O:34])[CH:27]=1. The catalyst is C1C=CC([P]([Pd]([P](C2C=CC=CC=2)(C2C=CC=CC=2)C2C=CC=CC=2)([P](C2C=CC=CC=2)(C2C=CC=CC=2)C2C=CC=CC=2)[P](C2C=CC=CC=2)(C2C=CC=CC=2)C2C=CC=CC=2)(C2C=CC=CC=2)C2C=CC=CC=2)=CC=1.COCCOC. The product is [CH:1]12[N:8]([C:9]3[CH:10]=[C:11]([CH2:16][N:17]([CH3:19])[CH3:18])[N:12]=[C:13]([C:39]4[CH:38]=[CH:37][C:36]([NH:35][C:33]([NH:32][C:28]5[CH:27]=[N:26][CH:31]=[CH:30][CH:29]=5)=[O:34])=[CH:41][CH:40]=4)[N:14]=3)[CH:5]([CH2:6][CH2:7]1)[CH2:4][O:3][CH2:2]2. The yield is 0.750. (3) The reactants are [F:1][C:2]1[CH:3]=[N:4][C:5]([C@@H:8]([NH:10][C:11](=[O:13])C)[CH3:9])=[N:6][CH:7]=1.CC(N(C)C)=O.[CH3:20][C:21]([O:24]C(OC([O:24][C:21]([CH3:23])([CH3:22])[CH3:20])=O)=O)([CH3:23])[CH3:22].O.[OH-].[Li+]. The catalyst is C1COCC1.CCOCC.O. The product is [F:1][C:2]1[CH:3]=[N:4][C:5]([C@@H:8]([NH:10][C:11](=[O:13])[O:24][C:21]([CH3:23])([CH3:22])[CH3:20])[CH3:9])=[N:6][CH:7]=1. The yield is 0.800. (4) The reactants are [CH3:1][Si:2]([CH3:28])([CH3:27])[CH2:3][CH2:4][O:5][CH2:6][N:7]1[C:15]2[C:10](=[CH:11][C:12]([C:16]([C:18]3[CH:26]=[CH:25][CH:24]=[CH:23][C:19]=3[C:20]([OH:22])=O)=[O:17])=[CH:13][CH:14]=2)[CH:9]=[CH:8]1.CN1CCOCC1.C1C=NC2N(O)N=NC=2C=1.CN(C(ON1N=NC2C=CC=NC1=2)=[N+](C)C)C.F[P-](F)(F)(F)(F)F.[CH2:70]([NH2:77])[C:71]1[CH:76]=[CH:75][CH:74]=[CH:73][CH:72]=1. The catalyst is CN(C)C=O.C(=O)(O)[O-].[Na+].C(OCC)(=O)C. The product is [OH:17][C:16]1([C:12]2[CH:11]=[C:10]3[C:15](=[CH:14][CH:13]=2)[N:7]([CH2:6][O:5][CH2:4][CH2:3][Si:2]([CH3:27])([CH3:1])[CH3:28])[CH:8]=[CH:9]3)[C:18]2[C:19](=[CH:23][CH:24]=[CH:25][CH:26]=2)[C:20](=[O:22])[N:77]1[CH2:70][C:71]1[CH:76]=[CH:75][CH:74]=[CH:73][CH:72]=1. The yield is 0.580.